This data is from Catalyst prediction with 721,799 reactions and 888 catalyst types from USPTO. The task is: Predict which catalyst facilitates the given reaction. (1) Reactant: [NH2:1][CH2:2][CH2:3][O:4][CH2:5][CH2:6][O:7][CH2:8][CH2:9][O:10][CH2:11][CH2:12][NH:13][S:14]([C:17]1[CH:22]=[CH:21][C:20]([CH:23]2[C:32]3[C:27](=[C:28]([Cl:34])[CH:29]=[C:30]([Cl:33])[CH:31]=3)[CH2:26][N:25]([CH3:35])[CH2:24]2)=[CH:19][CH:18]=1)(=[O:16])=[O:15].[O:54]=[C:49]1[CH2:50][CH2:51][C:52](=[O:53])[N:48]1[CH:44]([C:45]([O-:47])=O)[CH:44]([N:48]1[C:52](=[O:53])[CH2:51][CH2:50][C:49]1=[O:54])[C:45]([O-:47])=O.[CH2:58]([N:60]([CH2:63][CH3:64])[CH2:61][CH3:62])C. Product: [Cl:33][C:30]1[CH:31]=[C:32]2[C:27](=[C:28]([Cl:34])[CH:29]=1)[CH2:26][N:25]([CH3:35])[CH2:24][CH:23]2[C:20]1[CH:19]=[CH:18][C:17]([S:14]([NH:13][CH2:12][CH2:11][O:10][CH2:9][CH2:8][O:7][CH2:6][CH2:5][O:4][CH2:3][CH2:2][NH:1][C:49](=[O:54])[CH2:50][CH2:51][C:52]([NH:48][CH2:44][CH2:45][O:47][CH2:5][CH2:6][O:7][CH2:8][CH2:9][O:10][CH2:11][CH2:12][NH:13][S:14]([C:17]2[CH:22]=[CH:21][C:20]([CH:62]3[C:32]4[C:64](=[C:28]([Cl:34])[CH:29]=[C:30]([Cl:33])[CH:31]=4)[CH2:63][N:60]([CH3:58])[CH2:61]3)=[CH:19][CH:18]=2)(=[O:16])=[O:15])=[O:53])(=[O:16])=[O:15])=[CH:22][CH:21]=1. The catalyst class is: 3. (2) Reactant: Br[C:2]1[CH:7]=[CH:6][C:5]([Br:8])=[CH:4][C:3]=1[O:9][CH2:10][CH2:11][CH2:12][CH2:13]Br.C([Li])CCC.O. Product: [Br:8][C:5]1[CH:6]=[CH:7][C:2]2[CH2:13][CH2:12][CH2:11][CH2:10][O:9][C:3]=2[CH:4]=1. The catalyst class is: 188.